This data is from Forward reaction prediction with 1.9M reactions from USPTO patents (1976-2016). The task is: Predict the product of the given reaction. (1) Given the reactants [CH3:1][CH:2]([S:4]([NH:7][CH:8]1[CH2:13][CH2:12][CH2:11][CH2:10][CH:9]1[O:14]CC1C=CC=CC=1)(=[O:6])=[O:5])[CH3:3], predict the reaction product. The product is: [OH:14][CH:9]1[CH2:10][CH2:11][CH2:12][CH2:13][CH:8]1[NH:7][S:4]([CH:2]([CH3:3])[CH3:1])(=[O:6])=[O:5]. (2) Given the reactants [F:1][C:2]([F:18])([F:17])[C:3]1[CH:8]=[CH:7][C:6]([C:9]2[S:13][C:12]([C:14](=[O:16])[CH3:15])=[CH:11][CH:10]=2)=[CH:5][CH:4]=1.[F:19][C:20]1[C:27]([F:28])=[C:26]([OH:29])[CH:25]=[CH:24][C:21]=1[CH:22]=O, predict the reaction product. The product is: [F:19][C:20]1[C:27]([F:28])=[C:26]([OH:29])[CH:25]=[CH:24][C:21]=1[CH:22]=[CH:15][C:14]([C:12]1[S:13][C:9]([C:6]2[CH:5]=[CH:4][C:3]([C:2]([F:17])([F:1])[F:18])=[CH:8][CH:7]=2)=[CH:10][CH:11]=1)=[O:16]. (3) Given the reactants [Cl:1][C:2]1[CH:3]=[C:4]([CH:23]=[CH:24][CH:25]=1)[CH2:5][O:6][C:7]1[CH:16]=[C:15]2[C:10]([CH:11]=[C:12]([CH2:17][C:18](OCC)=[O:19])[CH:13]=[N:14]2)=[CH:9][CH:8]=1.CCOCC.[NH3:31], predict the reaction product. The product is: [Cl:1][C:2]1[CH:3]=[C:4]([CH:23]=[CH:24][CH:25]=1)[CH2:5][O:6][C:7]1[CH:16]=[C:15]2[C:10]([CH:11]=[C:12]([CH2:17][C:18]([NH2:31])=[O:19])[CH:13]=[N:14]2)=[CH:9][CH:8]=1.